The task is: Predict the product of the given reaction.. This data is from Forward reaction prediction with 1.9M reactions from USPTO patents (1976-2016). The product is: [F:21][C:20]([F:23])([F:22])[S:17]([O:1][C:2]1[CH:3]=[CH:4][C:5]([C@@H:8]([C:14]#[C:15][CH3:16])[CH2:9][C:10]([O:12][CH3:13])=[O:11])=[CH:6][CH:7]=1)(=[O:19])=[O:18]. Given the reactants [OH:1][C:2]1[CH:7]=[CH:6][C:5]([C@@H:8]([C:14]#[C:15][CH3:16])[CH2:9][C:10]([O:12][CH3:13])=[O:11])=[CH:4][CH:3]=1.[S:17](O[S:17]([C:20]([F:23])([F:22])[F:21])(=[O:19])=[O:18])([C:20]([F:23])([F:22])[F:21])(=[O:19])=[O:18], predict the reaction product.